This data is from Full USPTO retrosynthesis dataset with 1.9M reactions from patents (1976-2016). The task is: Predict the reactants needed to synthesize the given product. (1) Given the product [F:25][C:26]1[CH:34]=[CH:33][C:32]([CH2:35][C:36]2[C:45]3[C:40](=[CH:41][CH:42]=[CH:43][CH:44]=3)[C:39](=[O:46])[NH:38][N:37]=2)=[CH:31][C:27]=1[C:28]([N:59]1[CH2:60][CH2:61][C:56]([O:55][CH3:54])([CH3:62])[CH2:57][CH2:58]1)=[O:30], predict the reactants needed to synthesize it. The reactants are: F[P-](F)(F)(F)(F)F.N1(OC(N(C)C)=[N+](C)C)C2C=CC=CC=2N=N1.[F:25][C:26]1[CH:34]=[CH:33][C:32]([CH2:35][C:36]2[C:45]3[C:40](=[CH:41][CH:42]=[CH:43][CH:44]=3)[C:39](=[O:46])[NH:38][N:37]=2)=[CH:31][C:27]=1[C:28]([OH:30])=O.C(N(CC)CC)C.[CH3:54][O:55][C:56]1([CH3:62])[CH2:61][CH2:60][NH:59][CH2:58][CH2:57]1. (2) Given the product [Cl:41][C:42]1[CH:43]=[CH:44][C:45]([N:62]([CH3:67])[S:63]([CH3:66])(=[O:65])=[O:64])=[C:46]([CH2:47][NH:48][C:12]2[C:11]3[C:15]([I:26])=[N:16][N:17]([CH2:18][O:19][CH2:20][CH2:21][Si:22]([CH3:24])([CH3:23])[CH3:25])[C:10]=3[CH:9]=[C:8]([C:6]3[CH:7]=[C:2]([F:1])[C:3]([O:32][CH2:33][O:34][CH2:35][CH2:36][Si:37]([CH3:39])([CH3:40])[CH3:38])=[CH:4][C:5]=3[CH2:27][C:28]([F:30])([F:31])[F:29])[N:13]=2)[CH:61]=1, predict the reactants needed to synthesize it. The reactants are: [F:1][C:2]1[C:3]([O:32][CH2:33][O:34][CH2:35][CH2:36][Si:37]([CH3:40])([CH3:39])[CH3:38])=[CH:4][C:5]([CH2:27][C:28]([F:31])([F:30])[F:29])=[C:6]([C:8]2[N+:13]([O-])=[CH:12][C:11]3[C:15]([I:26])=[N:16][N:17]([CH2:18][O:19][CH2:20][CH2:21][Si:22]([CH3:25])([CH3:24])[CH3:23])[C:10]=3[CH:9]=2)[CH:7]=1.[Cl:41][C:42]1[CH:43]=[CH:44][C:45]([N:62]([CH3:67])[S:63]([CH3:66])(=[O:65])=[O:64])=[C:46]([CH:61]=1)[CH2:47][NH:48]C(=O)OC1C=CC([N+]([O-])=O)=CC=1.C(N(CC)CC)C. (3) Given the product [C:1]1([C:40]2[CH:41]=[CH:42][CH:43]=[CH:44][CH:45]=2)[CH:6]=[CH:5][C:4]([C:7]2[N:12]=[C:11]([C:13]3[CH:18]=[CH:17][C:16]([C:19]4[CH:24]=[CH:23][CH:22]=[CH:21][CH:20]=4)=[CH:15][CH:14]=3)[N:10]=[C:9]([C:25]3[CH:30]=[CH:29][C:28]([C:47]4[N:52]=[C:51]([CH3:53])[CH:50]=[C:49]([CH3:54])[N:48]=4)=[CH:27][CH:26]=3)[N:8]=2)=[CH:3][CH:2]=1, predict the reactants needed to synthesize it. The reactants are: [C:1]1([C:40]2[CH:45]=[CH:44][CH:43]=[CH:42][CH:41]=2)[CH:6]=[CH:5][C:4]([C:7]2[N:12]=[C:11]([C:13]3[CH:18]=[CH:17][C:16]([C:19]4[CH:24]=[CH:23][CH:22]=[CH:21][CH:20]=4)=[CH:15][CH:14]=3)[N:10]=[C:9]([C:25]3[CH:30]=[CH:29][C:28](B4OC(C)(C)C(C)(C)O4)=[CH:27][CH:26]=3)[N:8]=2)=[CH:3][CH:2]=1.Cl[C:47]1[N:52]=[C:51]([CH3:53])[CH:50]=[C:49]([CH3:54])[N:48]=1.P([O-])([O-])([O-])=O.[K+].[K+].[K+]. (4) The reactants are: [Cl:1][C:2]1[CH:3]=[N:4][C:5]2[C:10]([C:11]=1[CH2:12][CH2:13][N:14]1[CH2:18][CH2:17][C@@H:16]([CH2:19][NH2:20])[CH2:15]1)=[N:9][C:8]([O:21][CH3:22])=[CH:7][CH:6]=2.[O:23]=[C:24]1[CH2:29][S:28][C:27]2[CH:30]=[CH:31][C:32]([CH:34]=O)=[N:33][C:26]=2[NH:25]1.[O-]S([O-])(=O)=O.[Na+].[Na+].C([O-])(O)=O.[Na+].[BH4-].[Na+]. Given the product [Cl:1][C:2]1[CH:3]=[N:4][C:5]2[C:10]([C:11]=1[CH2:12][CH2:13][N:14]1[CH2:18][CH2:17][C@@H:16]([CH2:19][NH:20][CH2:34][C:32]3[CH:31]=[CH:30][C:27]4[S:28][CH2:29][C:24](=[O:23])[NH:25][C:26]=4[N:33]=3)[CH2:15]1)=[N:9][C:8]([O:21][CH3:22])=[CH:7][CH:6]=2, predict the reactants needed to synthesize it. (5) Given the product [CH3:27][NH:1][C:2]1[C:7]2[O:8][CH:9]([CH2:12][O:13][S:14]([C:17]3[CH:22]=[CH:21][C:20]([CH3:23])=[CH:19][CH:18]=3)(=[O:16])=[O:15])[CH2:10][O:11][C:6]=2[CH:5]=[CH:4][C:3]=1[N+:24]([O-:26])=[O:25], predict the reactants needed to synthesize it. The reactants are: [NH2:1][C:2]1[C:7]2[O:8][C@@H:9]([CH2:12][O:13][S:14]([C:17]3[CH:22]=[CH:21][C:20]([CH3:23])=[CH:19][CH:18]=3)(=[O:16])=[O:15])[CH2:10][O:11][C:6]=2[CH:5]=[CH:4][C:3]=1[N+:24]([O-:26])=[O:25].[CH:27](N(CC)C(C)C)(C)C.FC(F)(F)C(OC(=O)C(F)(F)F)=O.FC(F)(F)C(N)=O.S(C1C=CC(C)=CC=1)(OC)(=O)=O.C(=O)([O-])[O-].[K+].[K+]. (6) Given the product [Br:1][C:2]1[CH:8]=[C:7]([F:9])[CH:6]=[CH:5][C:3]=1[N:4]=[N:10][CH:17]([C:16](=[O:23])[CH2:15][Cl:14])[C:18]([O:20][CH2:21][CH3:22])=[O:19], predict the reactants needed to synthesize it. The reactants are: [Br:1][C:2]1[CH:8]=[C:7]([F:9])[CH:6]=[CH:5][C:3]=1[NH2:4].[N:10]([O-])=O.[Na+].[Cl:14][CH2:15][C:16](=[O:23])[CH2:17][C:18]([O:20][CH2:21][CH3:22])=[O:19].C([O-])(=O)C.[Na+]. (7) Given the product [CH2:1]([O:3][C:4](=[O:38])[CH2:5][CH2:6][N:7]1[CH2:13][CH2:12][CH2:11][N:10]([C:14](=[O:37])[C:15]2[CH:20]=[CH:19][CH:18]=[C:17]([C@@H:21]([N:29]3[CH2:34][C@@H:33]([CH3:35])[N:32]([CH2:43][C:42]4[CH:45]=[CH:46][CH:47]=[C:40]([F:39])[CH:41]=4)[CH2:31][C@@H:30]3[CH3:36])[C:22]3[CH:27]=[CH:26][CH:25]=[C:24]([OH:28])[CH:23]=3)[CH:16]=2)[CH2:9][CH2:8]1)[CH3:2], predict the reactants needed to synthesize it. The reactants are: [CH2:1]([O:3][C:4](=[O:38])[CH2:5][CH2:6][N:7]1[CH2:13][CH2:12][CH2:11][N:10]([C:14](=[O:37])[C:15]2[CH:20]=[CH:19][CH:18]=[C:17]([C@@H:21]([N:29]3[CH2:34][C@@H:33]([CH3:35])[NH:32][CH2:31][C@@H:30]3[CH3:36])[C:22]3[CH:27]=[CH:26][CH:25]=[C:24]([OH:28])[CH:23]=3)[CH:16]=2)[CH2:9][CH2:8]1)[CH3:2].[F:39][C:40]1[CH:41]=[C:42]([CH:45]=[CH:46][CH:47]=1)[CH:43]=O.C(O)(=O)C.[BH-](OC(C)=O)(OC(C)=O)OC(C)=O.[Na+].